This data is from Full USPTO retrosynthesis dataset with 1.9M reactions from patents (1976-2016). The task is: Predict the reactants needed to synthesize the given product. (1) Given the product [CH3:30][C:22]1[N:23]=[C:24]([NH2:27])[CH:25]=[CH:26][C:21]=1[O:20][C:18]1[CH:17]=[CH:16][N:15]=[C:14]([C:11]2[CH:10]=[CH:9][C:8]([N:5]3[CH2:4][CH2:3][N:2]([CH3:1])[CH2:7][CH2:6]3)=[CH:13][CH:12]=2)[CH:19]=1, predict the reactants needed to synthesize it. The reactants are: [CH3:1][N:2]1[CH2:7][CH2:6][N:5]([C:8]2[CH:13]=[CH:12][C:11]([C:14]3[CH:19]=[C:18]([O:20][C:21]4[C:22]([CH3:30])=[N:23][C:24]([N+:27]([O-])=O)=[CH:25][CH:26]=4)[CH:17]=[CH:16][N:15]=3)=[CH:10][CH:9]=2)[CH2:4][CH2:3]1. (2) Given the product [Br-:1].[C:2]([CH2:5][CH2:6][CH2:7][N:8]1[C:12]2[CH:13]=[CH:14][CH:15]=[CH:16][C:11]=2[S:10][C:9]1=[CH:17][C:18]1[C:27]2[C:22](=[CH:23][CH:24]=[CH:25][CH:26]=2)[N+:21]([CH3:28])=[CH:20][CH:19]=1)([OH:4])=[O:3], predict the reactants needed to synthesize it. The reactants are: [Br-:1].[C:2]([CH:5](CC)[CH2:6][CH2:7][N:8]1[C:12]2[CH:13]=[CH:14][CH:15]=[CH:16][C:11]=2[S:10][C:9]1=[CH:17][C:18]1[C:27]2[C:22](=[CH:23][CH:24]=[CH:25][CH:26]=2)[N+:21]([CH3:28])=[CH:20][CH:19]=1)([OH:4])=[O:3].[Br-].C(C(C)CCC[N+]1C2C=CC=CC=2SC=1C)(O)=O.[Br-].CC1SC2C=CC=CC=2[NH+]=1.[Br-].C[N+]1C2C(=CC=CC=2)C(C=C2N(CCCCC(O)=O)C3C=CC=CC=3S2)=CC=1.